From a dataset of Catalyst prediction with 721,799 reactions and 888 catalyst types from USPTO. Predict which catalyst facilitates the given reaction. (1) Reactant: C([Al])C.[CH:4]([OH:7])([CH3:6])[CH3:5].[C-:8]#[N:9].[CH2:10]([Al+:12][CH2:13][CH3:14])[CH3:11]. Product: [Al:12]([C:8]#[N:9])([CH2:13][CH3:14])[CH2:10][CH3:11].[CH3:5][CH:4]([OH:7])[CH3:6]. The catalyst class is: 1. (2) Reactant: [F:1][C:2]1[CH:3]=[C:4]([CH:14]([NH:16][C:17]([C:19]2[O:20][C:21]([C:24]3[CH:29]=[C:28]([CH:30]=[CH2:31])[CH:27]=[C:26]([C:32]([F:35])([F:34])[F:33])[CH:25]=3)=[CH:22][CH:23]=2)=[O:18])[CH3:15])[CH:5]=[C:6]([F:13])[C:7]=1[NH:8][S:9]([CH3:12])(=[O:11])=[O:10].[H][H]. Product: [F:1][C:2]1[CH:3]=[C:4]([CH:14]([NH:16][C:17]([C:19]2[O:20][C:21]([C:24]3[CH:25]=[C:26]([C:32]([F:35])([F:33])[F:34])[CH:27]=[C:28]([CH2:30][CH3:31])[CH:29]=3)=[CH:22][CH:23]=2)=[O:18])[CH3:15])[CH:5]=[C:6]([F:13])[C:7]=1[NH:8][S:9]([CH3:12])(=[O:10])=[O:11]. The catalyst class is: 579. (3) Product: [Br:1][C:2]1[CH:7]=[CH:6][N:5]2[N:20]=[CH:30][C:29]([C:28]([O:32][CH2:33][CH3:34])=[O:31])=[C:4]2[CH:3]=1. The catalyst class is: 3. Reactant: [Br:1][C:2]1[CH:7]=[CH:6][N:5]=[CH:4][CH:3]=1.C1(C)C=C(C)C=C(C)C=1S(O[NH2:20])(=O)=O.C([O-])([O-])=O.[K+].[K+].[C:28]([O:32][CH2:33][CH3:34])(=[O:31])[C:29]#[CH:30]. (4) Reactant: C(Cl)(=O)C(Cl)=O.CS(C)=O.[CH2:11]([O:18][C@H:19]1[C@H:24]([O:25][CH2:26][C:27]2[CH:32]=[CH:31][CH:30]=[CH:29][CH:28]=2)[C@@H:23]([O:33][CH2:34][C:35]2[CH:40]=[CH:39][CH:38]=[CH:37][CH:36]=2)[C:22]([C:43]2[CH:48]=[CH:47][C:46]([Cl:49])=[C:45]([CH2:50][C:51]3[CH:60]=[CH:59][C:54]4[O:55][CH2:56][CH2:57][O:58][C:53]=4[CH:52]=3)[CH:44]=2)([O:41][CH3:42])[O:21][C@@H:20]1[CH2:61][OH:62])[C:12]1[CH:17]=[CH:16][CH:15]=[CH:14][CH:13]=1.C(N(CC)CC)C.Cl. Product: [CH2:11]([O:18][C@H:19]1[C@H:24]([O:25][CH2:26][C:27]2[CH:28]=[CH:29][CH:30]=[CH:31][CH:32]=2)[C@@H:23]([O:33][CH2:34][C:35]2[CH:40]=[CH:39][CH:38]=[CH:37][CH:36]=2)[C:22]([C:43]2[CH:48]=[CH:47][C:46]([Cl:49])=[C:45]([CH2:50][C:51]3[CH:60]=[CH:59][C:54]4[O:55][CH2:56][CH2:57][O:58][C:53]=4[CH:52]=3)[CH:44]=2)([O:41][CH3:42])[O:21][C@@H:20]1[CH:61]=[O:62])[C:12]1[CH:17]=[CH:16][CH:15]=[CH:14][CH:13]=1. The catalyst class is: 4. (5) Reactant: [F:1][C:2]([F:20])([F:19])[C:3]([N:5]1[CH2:14][CH2:13][C:12]2[C:7](=[CH:8][C:9]([S:15](Cl)(=[O:17])=[O:16])=[CH:10][CH:11]=2)[CH2:6]1)=[O:4].Cl.[CH3:22][NH:23][CH3:24].C(N(CC)CC)C. Product: [CH3:22][N:23]([CH3:24])[S:15]([C:9]1[CH:8]=[C:7]2[C:12]([CH2:13][CH2:14][N:5]([C:3](=[O:4])[C:2]([F:20])([F:19])[F:1])[CH2:6]2)=[CH:11][CH:10]=1)(=[O:17])=[O:16]. The catalyst class is: 12.